From a dataset of Full USPTO retrosynthesis dataset with 1.9M reactions from patents (1976-2016). Predict the reactants needed to synthesize the given product. (1) Given the product [C:12]([O:16][C:17]([N:19]1[CH2:30][CH2:29][C:22]2[N:23]=[C:24]([S:31]([CH3:2])(=[O:35])=[O:33])[N:25]=[CH:26][C:21]=2[CH2:20]1)=[O:18])([CH3:14])([CH3:13])[CH3:15], predict the reactants needed to synthesize it. The reactants are: Cl[C:2]1C=CC=C(C(OO)=O)C=1.[C:12]([O:16][C:17]([N:19]1[CH2:30][CH2:29][C:22]2[N:23]=[C:24](SC)[N:25]=[CH:26][C:21]=2[CH2:20]1)=[O:18])([CH3:15])([CH3:14])[CH3:13].[S:31]([O-:35])([O-])(=[O:33])=S.[Na+].[Na+].C(=O)(O)[O-].[Na+]. (2) Given the product [C:12]([C:9]1[CH:8]=[CH:7][C:6]([S:5][CH2:4][C:3]([OH:15])=[O:2])=[CH:11][CH:10]=1)(=[O:14])[CH3:13], predict the reactants needed to synthesize it. The reactants are: C[O:2][C:3](=[O:15])[CH2:4][S:5][C:6]1[CH:11]=[CH:10][C:9]([C:12](=[O:14])[CH3:13])=[CH:8][CH:7]=1.[Li+].[OH-].Cl.